This data is from Forward reaction prediction with 1.9M reactions from USPTO patents (1976-2016). The task is: Predict the product of the given reaction. (1) Given the reactants [CH2:1]([O:3][C:4](=[O:29])[C:5]1[CH:10]=[C:9]([Cl:11])[C:8]([CH3:12])=[C:7]([Cl:13])[C:6]=1[N:14]([C:22]([O:24][C:25]([CH3:28])([CH3:27])[CH3:26])=[O:23])[C:15]([O:17][C:18]([CH3:21])([CH3:20])[CH3:19])=[O:16])[CH3:2].[Br:30]CC1C=C(C=CC=1S(CC)(=O)=O)C#N, predict the reaction product. The product is: [CH2:1]([O:3][C:4](=[O:29])[C:5]1[CH:10]=[C:9]([Cl:11])[C:8]([CH2:12][Br:30])=[C:7]([Cl:13])[C:6]=1[N:14]([C:15]([O:17][C:18]([CH3:21])([CH3:20])[CH3:19])=[O:16])[C:22]([O:24][C:25]([CH3:28])([CH3:27])[CH3:26])=[O:23])[CH3:2]. (2) The product is: [CH2:37]([S:34]([N:31]1[CH2:30][CH2:29][CH:28]([C:19]2[C:18]3[C:22](=[C:23]([C:25]([NH2:27])=[O:26])[CH:24]=[C:16]([C:10]4[S:11][C:7]([CH2:6][NH:5][CH2:4][CH2:3][O:2][CH3:1])=[CH:8][CH:9]=4)[CH:17]=3)[NH:21][CH:20]=2)[CH2:33][CH2:32]1)(=[O:36])=[O:35])[CH3:38]. Given the reactants [CH3:1][O:2][CH2:3][CH2:4][NH:5][CH2:6][C:7]1[S:11][C:10](B(O)O)=[CH:9][CH:8]=1.Br[C:16]1[CH:17]=[C:18]2[C:22](=[C:23]([C:25]([NH2:27])=[O:26])[CH:24]=1)[NH:21][CH:20]=[C:19]2[CH:28]1[CH2:33][CH2:32][N:31]([S:34]([CH2:37][CH3:38])(=[O:36])=[O:35])[CH2:30][CH2:29]1.C([O-])([O-])=O.[K+].[K+], predict the reaction product. (3) The product is: [CH:12]1([CH:7]([N:6]2[CH:17]=[CH:16][C:15]([OH:22])=[C:3]([C:1]#[N:2])[C:4]2=[O:5])[C:8]([F:11])([F:10])[F:9])[CH2:14][CH2:13]1. Given the reactants [C:1]([CH:3]([C:15](=[O:22])[CH2:16][CH:17](OC)OC)[C:4]([NH:6][CH:7]([CH:12]1[CH2:14][CH2:13]1)[C:8]([F:11])([F:10])[F:9])=[O:5])#[N:2].Cl.O, predict the reaction product. (4) Given the reactants [NH2:1][C:2]1[CH:7]=[C:6]([CH3:8])[C:5]([Br:9])=[CH:4][C:3]=1[C:10](=[O:12])[CH3:11].C(N(CC)CC)C.[C:20](Cl)(=[O:22])[CH3:21].Cl, predict the reaction product. The product is: [C:10]([C:3]1[CH:4]=[C:5]([Br:9])[C:6]([CH3:8])=[CH:7][C:2]=1[NH:1][C:20](=[O:22])[CH3:21])(=[O:12])[CH3:11]. (5) Given the reactants C1([C@H]([N:9]2[CH2:14][CH2:13][O:12][C@@H:11]([C:15]3[CH:20]=[CH:19][C:18]([NH:21][C:22]4[CH:27]=[CH:26][CH:25]=[CH:24][N:23]=4)=[CH:17][CH:16]=3)[CH2:10]2)C)C=CC=CC=1.C([O-])=O.[NH4+].CO.O, predict the reaction product. The product is: [NH:9]1[CH2:14][CH2:13][O:12][C@@H:11]([C:15]2[CH:16]=[CH:17][C:18]([NH:21][C:22]3[CH:27]=[CH:26][CH:25]=[CH:24][N:23]=3)=[CH:19][CH:20]=2)[CH2:10]1.